This data is from Full USPTO retrosynthesis dataset with 1.9M reactions from patents (1976-2016). The task is: Predict the reactants needed to synthesize the given product. (1) Given the product [NH2:1][C:2]1[N:3]([C:17]2[CH:22]=[CH:21][CH:20]=[CH:19][CH:18]=2)[N:4]=[C:5]2[C:14]3[CH:13]=[CH:12][C:11]([NH:15][C:25](=[O:26])[CH2:24][N:39]4[CH2:40][CH2:41][N:36]([CH3:35])[CH2:37][CH2:38]4)=[CH:10][C:9]=3[NH:8][C:7](=[O:16])[C:6]=12, predict the reactants needed to synthesize it. The reactants are: [NH2:1][C:2]1[N:3]([C:17]2[CH:22]=[CH:21][CH:20]=[CH:19][CH:18]=2)[N:4]=[C:5]2[C:14]3[CH:13]=[CH:12][C:11]([NH2:15])=[CH:10][C:9]=3[NH:8][C:7](=[O:16])[C:6]=12.Cl[CH2:24][C:25](Cl)=[O:26].C(N(CC)CC)C.[CH3:35][N:36]1[CH2:41][CH2:40][NH:39][CH2:38][CH2:37]1. (2) Given the product [CH2:19]([C:4]1([CH2:3][CH3:2])[C:9]2[NH:10][C:11]3[C:16]([C:8]=2[CH2:7][CH2:6][O:5]1)=[CH:15][CH:14]=[CH:13][C:12]=3[CH2:17][CH3:18])[CH3:20], predict the reactants needed to synthesize it. The reactants are: Cl[CH2:2][CH2:3][C:4]1([CH2:19][CH3:20])[C:9]2[NH:10][C:11]3[C:16]([C:8]=2[CH2:7][CH2:6][O:5]1)=[CH:15][CH:14]=[CH:13][C:12]=3[CH2:17][CH3:18].CC(N=NC(C#N)(C)C)(C#N)C.[SnH](CCCC)(CCCC)CCCC. (3) Given the product [CH3:26][C:25]1[C:20]([C:17]2[CH:18]=[CH:19][C:14]([OH:13])=[CH:15][CH:16]=2)=[CH:21][C:22]2[N:23]([CH:27]=[N:28][N:29]=2)[N:24]=1, predict the reactants needed to synthesize it. The reactants are: ClCCl.B(Br)(Br)Br.C(Cl)(Cl)Cl.C[O:13][C:14]1[CH:19]=[CH:18][C:17]([C:20]2[C:25]([CH3:26])=[N:24][N:23]3[CH:27]=[N:28][N:29]=[C:22]3[CH:21]=2)=[CH:16][CH:15]=1. (4) Given the product [CH2:29]([O:3][C:4]1[CH:5]=[C:6]([N:10]2[CH2:15][CH2:14][CH:13]([C:16]3[CH:17]=[CH:18][C:19]([C@@H:22]([NH:24][C:25](=[O:27])[CH3:26])[CH3:23])=[CH:20][CH:21]=3)[CH2:12][CH2:11]2)[CH:7]=[CH:8][CH:9]=1)[CH2:30][CH:31]([CH3:33])[CH3:32], predict the reactants needed to synthesize it. The reactants are: [H-].[Na+].[OH:3][C:4]1[CH:5]=[C:6]([N:10]2[CH2:15][CH2:14][CH:13]([C:16]3[CH:21]=[CH:20][C:19]([C@@H:22]([NH:24][C:25](=[O:27])[CH3:26])[CH3:23])=[CH:18][CH:17]=3)[CH2:12][CH2:11]2)[CH:7]=[CH:8][CH:9]=1.Br[CH2:29][CH2:30][CH:31]([CH3:33])[CH3:32]. (5) Given the product [OH:3][C@H:4]([C@H:9]1[O:14][C:13]([CH3:16])([CH3:15])[CH2:12][N:11]([CH2:17][C:18]2[CH:19]=[CH:20][C:21]([O:24][CH3:25])=[CH:22][CH:23]=2)[C:10]1=[O:26])[C:5]([OH:7])=[O:6], predict the reactants needed to synthesize it. The reactants are: [OH-].[Li+].[OH:3][C@H:4]([C@H:9]1[O:14][C:13]([CH3:16])([CH3:15])[CH2:12][N:11]([CH2:17][C:18]2[CH:23]=[CH:22][C:21]([O:24][CH3:25])=[CH:20][CH:19]=2)[C:10]1=[O:26])[C:5]([O:7]C)=[O:6].Cl.